This data is from NCI-60 drug combinations with 297,098 pairs across 59 cell lines. The task is: Regression. Given two drug SMILES strings and cell line genomic features, predict the synergy score measuring deviation from expected non-interaction effect. (1) Drug 1: C1CCC(C(C1)N)N.C(=O)(C(=O)[O-])[O-].[Pt+4]. Drug 2: CCC1(C2=C(COC1=O)C(=O)N3CC4=CC5=C(C=CC(=C5CN(C)C)O)N=C4C3=C2)O.Cl. Cell line: HL-60(TB). Synergy scores: CSS=78.9, Synergy_ZIP=6.85, Synergy_Bliss=9.10, Synergy_Loewe=-0.207, Synergy_HSA=1.41. (2) Drug 1: C1CCN(CC1)CCOC2=CC=C(C=C2)C(=O)C3=C(SC4=C3C=CC(=C4)O)C5=CC=C(C=C5)O. Drug 2: CC1=C2C(C(=O)C3(C(CC4C(C3C(C(C2(C)C)(CC1OC(=O)C(C(C5=CC=CC=C5)NC(=O)OC(C)(C)C)O)O)OC(=O)C6=CC=CC=C6)(CO4)OC(=O)C)O)C)O. Cell line: M14. Synergy scores: CSS=34.8, Synergy_ZIP=1.76, Synergy_Bliss=5.17, Synergy_Loewe=-30.4, Synergy_HSA=3.05. (3) Drug 1: CN(CC1=CN=C2C(=N1)C(=NC(=N2)N)N)C3=CC=C(C=C3)C(=O)NC(CCC(=O)O)C(=O)O. Drug 2: CC(C)NC(=O)C1=CC=C(C=C1)CNNC.Cl. Cell line: CAKI-1. Synergy scores: CSS=17.2, Synergy_ZIP=1.34, Synergy_Bliss=-4.81, Synergy_Loewe=-57.6, Synergy_HSA=-11.8. (4) Drug 1: CC1=C(C(=CC=C1)Cl)NC(=O)C2=CN=C(S2)NC3=CC(=NC(=N3)C)N4CCN(CC4)CCO. Drug 2: CN1C=C(C=N1)C2=C3N=C(C(=C(N3N=C2)N)Br)C4CCCNC4. Cell line: HCT116. Synergy scores: CSS=26.3, Synergy_ZIP=11.6, Synergy_Bliss=13.6, Synergy_Loewe=4.67, Synergy_HSA=8.98. (5) Drug 1: CC12CCC3C(C1CCC2O)C(CC4=C3C=CC(=C4)O)CCCCCCCCCS(=O)CCCC(C(F)(F)F)(F)F. Drug 2: CN(C(=O)NC(C=O)C(C(C(CO)O)O)O)N=O. Cell line: HCT116. Synergy scores: CSS=-1.66, Synergy_ZIP=-0.466, Synergy_Bliss=-0.388, Synergy_Loewe=-2.93, Synergy_HSA=-2.93. (6) Drug 1: CN(CC1=CN=C2C(=N1)C(=NC(=N2)N)N)C3=CC=C(C=C3)C(=O)NC(CCC(=O)O)C(=O)O. Drug 2: CC(C)NC(=O)C1=CC=C(C=C1)CNNC.Cl. Cell line: NCI-H460. Synergy scores: CSS=29.8, Synergy_ZIP=-5.48, Synergy_Bliss=-9.75, Synergy_Loewe=-51.9, Synergy_HSA=-9.65. (7) Drug 1: CN1C(=O)N2C=NC(=C2N=N1)C(=O)N. Drug 2: C1=CC=C(C=C1)NC(=O)CCCCCCC(=O)NO. Cell line: NCI-H322M. Synergy scores: CSS=-8.78, Synergy_ZIP=2.40, Synergy_Bliss=-6.19, Synergy_Loewe=-7.91, Synergy_HSA=-11.1. (8) Drug 1: CC1=CC=C(C=C1)C2=CC(=NN2C3=CC=C(C=C3)S(=O)(=O)N)C(F)(F)F. Drug 2: CC1=C2C(C(=O)C3(C(CC4C(C3C(C(C2(C)C)(CC1OC(=O)C(C(C5=CC=CC=C5)NC(=O)C6=CC=CC=C6)O)O)OC(=O)C7=CC=CC=C7)(CO4)OC(=O)C)O)C)OC(=O)C. Cell line: NCI-H522. Synergy scores: CSS=66.6, Synergy_ZIP=13.4, Synergy_Bliss=12.2, Synergy_Loewe=-21.4, Synergy_HSA=10.3. (9) Drug 1: CC1C(C(=O)NC(C(=O)N2CCCC2C(=O)N(CC(=O)N(C(C(=O)O1)C(C)C)C)C)C(C)C)NC(=O)C3=C4C(=C(C=C3)C)OC5=C(C(=O)C(=C(C5=N4)C(=O)NC6C(OC(=O)C(N(C(=O)CN(C(=O)C7CCCN7C(=O)C(NC6=O)C(C)C)C)C)C(C)C)C)N)C. Drug 2: C1=CC=C(C=C1)NC(=O)CCCCCCC(=O)NO. Cell line: DU-145. Synergy scores: CSS=10.4, Synergy_ZIP=-3.93, Synergy_Bliss=0.500, Synergy_Loewe=-9.55, Synergy_HSA=-5.87. (10) Drug 1: C1C(C(OC1N2C=C(C(=O)NC2=O)F)CO)O. Drug 2: CCC1(CC2CC(C3=C(CCN(C2)C1)C4=CC=CC=C4N3)(C5=C(C=C6C(=C5)C78CCN9C7C(C=CC9)(C(C(C8N6C)(C(=O)OC)O)OC(=O)C)CC)OC)C(=O)OC)O.OS(=O)(=O)O. Cell line: K-562. Synergy scores: CSS=6.90, Synergy_ZIP=4.65, Synergy_Bliss=9.76, Synergy_Loewe=5.45, Synergy_HSA=5.66.